Dataset: Catalyst prediction with 721,799 reactions and 888 catalyst types from USPTO. Task: Predict which catalyst facilitates the given reaction. (1) Reactant: ClC(Cl)(Cl)COC([N:7]([C:16]1[CH:17]=[N:18][CH:19]=[CH:20][CH:21]=1)[C:8]([O:10]CC(Cl)(Cl)Cl)=O)=O.[C:24]1([C:30]2[N:34]=[C:33]([N:35]3[CH2:40][CH2:39][NH:38][CH2:37][CH2:36]3)[S:32][N:31]=2)[CH:29]=[CH:28][CH:27]=[CH:26][CH:25]=1.C(N(C(C)C)CC)(C)C.O. Product: [C:24]1([C:30]2[N:34]=[C:33]([N:35]3[CH2:40][CH2:39][N:38]([C:8]([NH:7][C:16]4[CH:17]=[N:18][CH:19]=[CH:20][CH:21]=4)=[O:10])[CH2:37][CH2:36]3)[S:32][N:31]=2)[CH:25]=[CH:26][CH:27]=[CH:28][CH:29]=1. The catalyst class is: 16. (2) Reactant: [Cl:1][C:2]1[CH:3]=[C:4]2[C:13](=[C:14]3[C:19]=1[CH:18]=[CH:17][CH:16]=[N:15]3)[NH:12][S:11](=[O:21])(=[O:20])[C:10]1[C:5]2=[CH:6][C:7](F)=[CH:8][CH:9]=1.[NH:23]1[CH2:28][CH2:27][O:26][CH2:25][CH2:24]1. Product: [Cl:1][C:2]1[CH:3]=[C:4]2[C:13](=[C:14]3[C:19]=1[CH:18]=[CH:17][CH:16]=[N:15]3)[NH:12][S:11](=[O:21])(=[O:20])[C:10]1[C:5]2=[CH:6][C:7]([N:23]2[CH2:28][CH2:27][O:26][CH2:25][CH2:24]2)=[CH:8][CH:9]=1. The catalyst class is: 37.